From a dataset of Full USPTO retrosynthesis dataset with 1.9M reactions from patents (1976-2016). Predict the reactants needed to synthesize the given product. (1) The reactants are: [CH3:1][CH2:2][CH3:3].C1[N:17]([CH2:16][CH2:15][CH2:14]N)CCN([CH2:14][CH2:15][CH2:16][NH2:17])C1.C1[C:23]([C:24]2[CH:29]=[CH:28][C:27]3[C:30]([O:32][C:33](=[O:34])[C:26]=3[CH:25]=2)=[O:31])=CC2C(OC(=O)C=2C=1)=O.CO[C:42]1[CH:47]=[C:46]2[C:48]([O:50][C:51]3[C:56](OC)=[C:55](O[C@@H]4O[C@H](CO)[C@@H](O)[C@H](O)[C@H]4O)[CH:54]=[C:53]4[C:71]([O:73][C:44](=[C:45]2[C:52]=34)[C:43]=1OC)=O)=[O:49].C[N:77]([CH:79]=[O:80])C. Given the product [CH3:1][C:52]1([CH3:51])[C:53]2[CH:71]=[C:79]([NH2:77])[CH:56]=[CH:55][C:54]=2[C:46]([C:47]2[CH:14]=[CH:15][C:16]([NH2:17])=[CH:43][CH:42]=2)([CH3:48])[CH2:45]1.[CH:2]1[C:3]([C:23]([C:24]2[CH:29]=[CH:28][C:27]3[C:30]([O:32][C:33](=[O:34])[C:26]=3[CH:25]=2)=[O:31])=[O:80])=[CH:47][C:46]2[C:48]([O:50][C:44](=[O:73])[C:45]=2[CH:1]=1)=[O:49], predict the reactants needed to synthesize it. (2) Given the product [CH:1]([N:4]1[CH2:9][CH2:8][CH:7]([O:10][C:11]2[CH:16]=[CH:15][C:14]([C:17]3([CH2:23][NH:24][CH3:25])[CH2:18][CH2:19][O:20][CH2:21][CH2:22]3)=[CH:13][CH:12]=2)[CH2:6][CH2:5]1)([CH3:3])[CH3:2], predict the reactants needed to synthesize it. The reactants are: [CH:1]([N:4]1[CH2:9][CH2:8][CH:7]([O:10][C:11]2[CH:16]=[CH:15][C:14]([C:17]3([CH2:23][NH:24][C:25](=O)OC(C)(C)C)[CH2:22][CH2:21][O:20][CH2:19][CH2:18]3)=[CH:13][CH:12]=2)[CH2:6][CH2:5]1)([CH3:3])[CH3:2].[H-].[H-].[H-].[H-].[Li+].[Al+3].O.[OH-].[Na+]. (3) Given the product [Si:38]([O:27][C@@H:25]([CH3:26])[C@@H:11]([NH:10][C:4]1[CH:5]=[CH:6][C:7]([C:8]#[N:9])=[C:2]([Cl:1])[C:3]=1[CH3:28])[C:12]([NH:14][NH:15][C:16](=[O:24])[C:17]1[CH:22]=[CH:21][C:20]([I:23])=[CH:19][CH:18]=1)=[O:13])([C:35]([CH3:37])([CH3:36])[CH3:34])([CH3:40])[CH3:39], predict the reactants needed to synthesize it. The reactants are: [Cl:1][C:2]1[C:3]([CH3:28])=[C:4]([NH:10][C@H:11]([C@@H:25]([OH:27])[CH3:26])[C:12]([NH:14][NH:15][C:16](=[O:24])[C:17]2[CH:22]=[CH:21][C:20]([I:23])=[CH:19][CH:18]=2)=[O:13])[CH:5]=[CH:6][C:7]=1[C:8]#[N:9].N1C=CN=C1.[CH3:34][C:35]([Si:38](Cl)([CH3:40])[CH3:39])([CH3:37])[CH3:36]. (4) Given the product [CH2:30]([O:32][C:33]([C:35]1[C:36]2[S:43][CH:42]=[CH:41][C:37]=2[C:38]([O:15][CH2:14][CH:13]([N:12]2[C:11]3[CH:22]=[C:23]([F:27])[C:24]([F:26])=[CH:25][C:10]=3[N:9]=[C:8]2[C:5]2[CH:6]=[CH:7][C:2]([Cl:1])=[CH:3][CH:4]=2)[CH:16]2[CH2:17][CH2:18][CH2:19][CH2:20][CH2:21]2)=[N:39][CH:40]=1)=[O:34])[CH3:31], predict the reactants needed to synthesize it. The reactants are: [Cl:1][C:2]1[CH:7]=[CH:6][C:5]([C:8]2[N:12]([CH:13]([CH:16]3[CH2:21][CH2:20][CH2:19][CH2:18][CH2:17]3)[CH2:14][OH:15])[C:11]3[CH:22]=[C:23]([F:27])[C:24]([F:26])=[CH:25][C:10]=3[N:9]=2)=[CH:4][CH:3]=1.[H-].[Na+].[CH2:30]([O:32][C:33]([C:35]1[C:36]2[S:43][C:42](Cl)=[CH:41][C:37]=2[CH:38]=[N:39][CH:40]=1)=[O:34])[CH3:31].Cl. (5) Given the product [Br:36][C:26]1[S:27][C:23]2[CH:22]=[C:21]([CH2:13][CH2:14][CH2:15][CH2:16][CH2:17][CH2:18][CH2:19][CH3:20])[CH:30]=[CH:29][C:24]=2[N:25]=1, predict the reactants needed to synthesize it. The reactants are: CC1C=CC(S(O)(=O)=O)=CC=1.O.[CH2:13]([C:21]1[CH:30]=[CH:29][C:24]2[N:25]=[C:26](N)[S:27][C:23]=2[CH:22]=1)[CH2:14][CH2:15][CH2:16][CH2:17][CH2:18][CH2:19][CH3:20].N([O-])=O.[Na+].[K+].[Br-:36]. (6) Given the product [Cl:1][C:2]1[C:3]([CH:28]=[O:29])=[C:4]([F:13])[C:5]([Si:9]([CH3:10])([CH3:12])[CH3:11])=[C:6]([F:8])[CH:7]=1, predict the reactants needed to synthesize it. The reactants are: [Cl:1][C:2]1[CH:7]=[C:6]([F:8])[C:5]([Si:9]([CH3:12])([CH3:11])[CH3:10])=[C:4]([F:13])[CH:3]=1.CC1CCCN(C)C1(C)C.[Li].CN([CH:28]=[O:29])C. (7) Given the product [CH3:13][O:14][C:15]1[CH:16]=[C:17]2[C:22](=[CH:23][C:24]=1[O:25][CH3:26])[N:21]=[CH:20][CH:19]=[C:18]2[O:27][C:28]1[CH:35]=[CH:34][C:33]([O:36][CH3:37])=[CH:32][C:29]=1[CH:30]([OH:31])[CH2:7][C:2]1[CH:3]=[CH:4][CH:5]=[CH:6][N:1]=1, predict the reactants needed to synthesize it. The reactants are: [N:1]1[CH:6]=[CH:5][CH:4]=[CH:3][C:2]=1[CH3:7].C([Li])CCC.[CH3:13][O:14][C:15]1[CH:16]=[C:17]2[C:22](=[CH:23][C:24]=1[O:25][CH3:26])[N:21]=[CH:20][CH:19]=[C:18]2[O:27][C:28]1[CH:35]=[CH:34][C:33]([O:36][CH3:37])=[CH:32][C:29]=1[CH:30]=[O:31].[Cl-].[NH4+].